Dataset: Full USPTO retrosynthesis dataset with 1.9M reactions from patents (1976-2016). Task: Predict the reactants needed to synthesize the given product. (1) Given the product [CH2:18]([O:20][C:6]1[C:1](=[O:17])[CH2:2][CH2:3][CH2:4][CH:5]=1)[CH3:19], predict the reactants needed to synthesize it. The reactants are: [C:1]1(C)[CH:6]=[CH:5][C:4](S(O)(=O)=O)=[CH:3][CH:2]=1.C(Cl)(Cl)Cl.C[OH:17].[CH2:18]([OH:20])[CH3:19]. (2) Given the product [CH3:33][CH:32]([N:29]1[CH2:28][CH2:27][N:26]([CH2:25][C:22]2[O:21][C:20]([C:4]3[CH:3]=[C:2]([C:40]4[CH:41]=[C:42]([NH:43][S:44]([CH3:47])(=[O:45])=[O:46])[C:37]([O:36][CH3:35])=[N:38][CH:39]=4)[CH:10]=[C:9]4[C:5]=3[CH:6]=[N:7][NH:8]4)=[N:24][CH:23]=2)[CH2:31][CH2:30]1)[CH3:34], predict the reactants needed to synthesize it. The reactants are: Cl[C:2]1[CH:10]=[C:9]2[C:5]([CH:6]=[N:7][N:8]2S(C2C=CC=CC=2)(=O)=O)=[C:4]([C:20]2[O:21][C:22]([CH2:25][N:26]3[CH2:31][CH2:30][N:29]([CH:32]([CH3:34])[CH3:33])[CH2:28][CH2:27]3)=[CH:23][N:24]=2)[CH:3]=1.[CH3:35][O:36][C:37]1[C:42]([NH:43][S:44]([CH3:47])(=[O:46])=[O:45])=[CH:41][C:40](B2OC(C)(C)C(C)(C)O2)=[CH:39][N:38]=1.P.[O-]P([O-])([O-])=O.[K+].[K+].[K+]. (3) Given the product [C:30]([O:11][C:1]([NH:12][C:13]1([CH3:27])[C:17]2([CH2:18][CH2:19]2)[CH2:16][NH:15][CH2:14]1)=[O:10])([CH3:36])([CH3:35])[CH3:31], predict the reactants needed to synthesize it. The reactants are: [C:1]([OH:11])(=[O:10])[C@@H](C1C=CC=CC=1)O.[NH2:12][C:13]1([CH3:27])[C:17]2([CH2:19][CH2:18]2)[CH2:16][N:15](CC2C=CC=CC=2)[CH2:14]1.[OH-].[Na+].[C:30]1([CH3:36])[CH:35]=CC=C[CH:31]=1. (4) Given the product [N:1]1[CH:6]=[CH:5][C:4]([C:7](=[NH:9])[NH2:8])=[N:3][CH:2]=1, predict the reactants needed to synthesize it. The reactants are: [N:1]1[CH:6]=[CH:5][C:4]([C:7]#[N:8])=[N:3][CH:2]=1.[NH4+:9].[Cl-]. (5) Given the product [Br:1][C:2]1[CH:10]=[C:6]([C:7]([N:14]2[CH2:17][CH:16]([OH:18])[CH2:15]2)=[O:9])[C:5]([NH:11][CH3:12])=[N:4][C:3]=1[CH3:13], predict the reactants needed to synthesize it. The reactants are: [Br:1][C:2]1[C:3]([CH3:13])=[N:4][C:5]([NH:11][CH3:12])=[C:6]([CH:10]=1)[C:7]([OH:9])=O.[NH:14]1[CH2:17][CH:16]([OH:18])[CH2:15]1.C1C=CC2N(O)N=NC=2C=1.C(Cl)CCl.C(N(C(C)C)C(C)C)C. (6) Given the product [NH2:1][C:2]1[N:7]=[CH:6][C:5]([C:8]([NH:36][CH2:35][CH2:33][OH:34])=[O:10])=[CH:4][C:3]=1[O:11][C@H:12]1[C:16]([F:18])([F:17])[CH2:15][N:14]([C:19](=[O:32])[CH2:20][C:21]2[CH:26]=[CH:25][C:24]([O:27][C:28]([F:30])([F:31])[F:29])=[CH:23][CH:22]=2)[CH2:13]1, predict the reactants needed to synthesize it. The reactants are: [NH2:1][C:2]1[N:7]=[CH:6][C:5]([C:8]([OH:10])=O)=[CH:4][C:3]=1[O:11][CH:12]1[C:16]([F:18])([F:17])[CH2:15][N:14]([C:19](=[O:32])[CH2:20][C:21]2[CH:26]=[CH:25][C:24]([O:27][C:28]([F:31])([F:30])[F:29])=[CH:23][CH:22]=2)[CH2:13]1.[CH2:33]([CH2:35][NH2:36])[OH:34]. (7) The reactants are: C(O[C:4]([N:6]=[C:7]=[S:8])=[O:5])C.[CH3:9][O:10][C:11]([CH3:23])([CH3:22])[CH2:12][NH:13][C:14]1[N:15]=[CH:16][NH:17][C:18]=1C(N)=O. Given the product [CH3:9][O:10][C:11]([CH3:23])([CH3:22])[CH2:12][N:13]1[C:14]2[N:15]=[CH:16][NH:17][C:18]=2[C:4](=[O:5])[NH:6][C:7]1=[S:8], predict the reactants needed to synthesize it. (8) Given the product [CH3:25][S:26]([O:1][CH2:2][C@H:3]1[CH2:8][CH2:7][CH2:6][N:5]([C:9]([O:11][C:12]([CH3:15])([CH3:14])[CH3:13])=[O:10])[CH2:4]1)(=[O:28])=[O:27], predict the reactants needed to synthesize it. The reactants are: [OH:1][CH2:2][C@H:3]1[CH2:8][CH2:7][CH2:6][N:5]([C:9]([O:11][C:12]([CH3:15])([CH3:14])[CH3:13])=[O:10])[CH2:4]1.C(N(C(C)C)C(C)C)C.[CH3:25][S:26](Cl)(=[O:28])=[O:27]. (9) Given the product [C:1]([NH:5][CH2:6][CH:7]([OH:43])[CH2:8][O:9][C:10]1[CH:11]=[C:12]2[C:17](=[CH:18][CH:19]=1)[O:16][C:15]([C:20]1[CH:25]=[CH:24][C:23]([OH:26])=[C:22]([OH:34])[CH:21]=1)=[CH:14][C:13]2=[O:42])([CH3:4])([CH3:2])[CH3:3], predict the reactants needed to synthesize it. The reactants are: [C:1]([NH:5][CH2:6][CH:7]([OH:43])[CH2:8][O:9][C:10]1[CH:11]=[C:12]2[C:17](=[CH:18][CH:19]=1)[O:16][C:15]([C:20]1[CH:25]=[CH:24][C:23]([O:26]CC3C=CC=CC=3)=[C:22]([O:34]CC3C=CC=CC=3)[CH:21]=1)=[CH:14][C:13]2=[O:42])([CH3:4])([CH3:3])[CH3:2].